Regression/Classification. Given a drug SMILES string, predict its absorption, distribution, metabolism, or excretion properties. Task type varies by dataset: regression for continuous measurements (e.g., permeability, clearance, half-life) or binary classification for categorical outcomes (e.g., BBB penetration, CYP inhibition). Dataset: cyp1a2_veith. From a dataset of CYP1A2 inhibition data for predicting drug metabolism from PubChem BioAssay. The compound is Cc1ccccc1-c1nc(NCc2cccnc2)c2ccccc2n1. The result is 1 (inhibitor).